From a dataset of Catalyst prediction with 721,799 reactions and 888 catalyst types from USPTO. Predict which catalyst facilitates the given reaction. (1) Reactant: [C:1]([O:5][C:6](=[O:28])[NH:7][C@H:8]([C:10](=O)[NH:11][C:12]1[CH:17]=[CH:16][C:15]([F:18])=[CH:14][C:13]=1[NH:19][C:20]1[CH:21]=[N:22][C:23](F)=[CH:24][CH:25]=1)[CH3:9])([CH3:4])([CH3:3])[CH3:2].[CH3:29][O-:30].[Na+]. Product: [C:1]([O:5][C:6](=[O:28])[NH:7][C@H:8]([C:10]1[N:19]([C:20]2[CH:21]=[N:22][C:23]([O:30][CH3:29])=[CH:24][CH:25]=2)[C:13]2[CH:14]=[C:15]([F:18])[CH:16]=[CH:17][C:12]=2[N:11]=1)[CH3:9])([CH3:4])([CH3:3])[CH3:2]. The catalyst class is: 5. (2) Reactant: [NH2:1]/[C:2](/[C:7]#[N:8])=[C:3](\[NH2:6])/[C:4]#[N:5].[CH:9](=O)[C:10]1[CH:15]=[CH:14][CH:13]=[CH:12][CH:11]=1. Product: [NH2:6][C:3](=[C:2]([N:1]=[CH:9][C:10]1[CH:15]=[CH:14][CH:13]=[CH:12][CH:11]=1)[C:7]#[N:8])[C:4]#[N:5]. The catalyst class is: 5.